Dataset: Catalyst prediction with 721,799 reactions and 888 catalyst types from USPTO. Task: Predict which catalyst facilitates the given reaction. Reactant: [C:1]([CH2:3][C:4]1[CH:5]=[C:6]([CH:11]=[CH:12][CH:13]=1)[C:7]([O:9][CH3:10])=[O:8])#[N:2].[H-].[Na+].Br[CH2:17][CH2:18][CH2:19][CH2:20][CH2:21]Br. Product: [C:1]([C:3]1([C:4]2[CH:5]=[C:6]([CH:11]=[CH:12][CH:13]=2)[C:7]([O:9][CH3:10])=[O:8])[CH2:21][CH2:20][CH2:19][CH2:18][CH2:17]1)#[N:2]. The catalyst class is: 16.